This data is from Peptide-MHC class I binding affinity with 185,985 pairs from IEDB/IMGT. The task is: Regression. Given a peptide amino acid sequence and an MHC pseudo amino acid sequence, predict their binding affinity value. This is MHC class I binding data. (1) The peptide sequence is IILFCFLAAV. The MHC is HLA-A68:02 with pseudo-sequence HLA-A68:02. The binding affinity (normalized) is 0.147. (2) The MHC is HLA-A02:12 with pseudo-sequence HLA-A02:12. The binding affinity (normalized) is 0.0847. The peptide sequence is LVKSAWLSL.